Dataset: Full USPTO retrosynthesis dataset with 1.9M reactions from patents (1976-2016). Task: Predict the reactants needed to synthesize the given product. (1) Given the product [CH:35]1([NH:31][C:4]2[N:3]=[C:2]([NH:31][CH:35]3[CH2:36][CH2:37]3)[C:7]([C:8]#[N:9])=[C:6]([N:26]3[CH2:27][CH2:28][N:23]([C:17]4[CH:22]=[CH:21][CH:20]=[CH:19][CH:18]=4)[CH2:24][CH2:25]3)[N:5]=2)[CH2:37][CH2:36]1, predict the reactants needed to synthesize it. The reactants are: Cl[C:2]1[C:7]([C:8]#[N:9])=[C:6](C2CC2)[N:5](N)[CH:4](C2CC2)[N:3]=1.[C:17]1([N:23]2[CH2:28][CH2:27][NH:26][CH2:25][CH2:24]2)[CH:22]=[CH:21][CH:20]=[CH:19][CH:18]=1.C([N:31]([CH:35]([CH3:37])[CH3:36])C(C)C)C. (2) Given the product [I:1][C:2]1[C:11]2[C:6](=[CH:7][C:8]([O:12][CH3:13])=[CH:9][CH:10]=2)[C:5]([O:14][CH2:29][C:28]2[CH:31]=[CH:32][C:25]([O:24][CH3:23])=[CH:26][CH:27]=2)=[N:4][C:3]=1[C:15]1[CH:20]=[CH:19][C:18]([O:21][CH3:22])=[CH:17][CH:16]=1, predict the reactants needed to synthesize it. The reactants are: [I:1][C:2]1[C:11]2[C:6](=[CH:7][C:8]([O:12][CH3:13])=[CH:9][CH:10]=2)[C:5](=[O:14])[NH:4][C:3]=1[C:15]1[CH:20]=[CH:19][C:18]([O:21][CH3:22])=[CH:17][CH:16]=1.[CH3:23][O:24][C:25]1[CH:32]=[CH:31][C:28]([CH2:29]O)=[CH:27][CH:26]=1.C1(P(C2C=CC=CC=2)C2C=CC=CC=2)C=CC=CC=1.N(C(OC(C)C)=O)=NC(OC(C)C)=O.